Task: Predict the product of the given reaction.. Dataset: Forward reaction prediction with 1.9M reactions from USPTO patents (1976-2016) (1) Given the reactants [C:1]([NH:5][C:6]1[CH:23]=[CH:22][C:9]2[CH2:10][CH2:11][N:12]([C:15]([O:17][C:18]([CH3:21])([CH3:20])[CH3:19])=[O:16])[CH2:13][CH2:14][C:8]=2[CH:7]=1)(=[S:4])[CH2:2][CH3:3].[OH-].[Na+], predict the reaction product. The product is: [CH2:2]([C:1]1[S:4][C:7]2[C:8]3[CH2:14][CH2:13][N:12]([C:15]([O:17][C:18]([CH3:19])([CH3:21])[CH3:20])=[O:16])[CH2:11][CH2:10][C:9]=3[CH:22]=[CH:23][C:6]=2[N:5]=1)[CH3:3]. (2) Given the reactants [NH2:1][C:2]1[S:3][CH:4]=[CH:5][C:6]=1[C:7]#[N:8].[S:9]1[CH:13]=[CH:12][CH:11]=[C:10]1[CH:14]=O.C(O)(C(F)(F)F)=O, predict the reaction product. The product is: [S:9]1[CH:13]=[CH:12][CH:11]=[C:10]1[CH:14]=[N:1][C:2]1[S:3][CH:4]=[CH:5][C:6]=1[C:7]#[N:8]. (3) Given the reactants [Cl:1][C:2]1[CH:7]=[CH:6][CH:5]=[C:4]([Cl:8])[C:3]=1[NH:9][C:10]([NH:12][C:13]1[S:14][C:15]([C:25]2[CH:30]=[CH:29][CH:28]=[CH:27][CH:26]=2)=[CH:16][C:17]=1[C:18]([O:20]C(C)(C)C)=[O:19])=[O:11].C(O)(C(F)(F)F)=O, predict the reaction product. The product is: [Cl:8][C:4]1[CH:5]=[CH:6][CH:7]=[C:2]([Cl:1])[C:3]=1[NH:9][C:10]([NH:12][C:13]1[S:14][C:15]([C:25]2[CH:30]=[CH:29][CH:28]=[CH:27][CH:26]=2)=[CH:16][C:17]=1[C:18]([OH:20])=[O:19])=[O:11]. (4) Given the reactants [CH3:1][C:2]1[CH:7]=[CH:6][C:5]([C:8]2[N:12]=[C:11]([CH:13]3[CH2:16][N:15]([C:17]([O:19][CH3:20])=[O:18])[CH2:14]3)[O:10][N:9]=2)=[CH:4][C:3]=1[NH:21][C:22]([C:24]1[N:28]2[CH:29]=[C:30]([CH2:33][O:34]S(C)(=O)=O)[CH:31]=[CH:32][C:27]2=[N:26][CH:25]=1)=[O:23].C([O-])([O-])=O.[K+].[K+].[F:45][CH:46]([F:49])[CH2:47]O, predict the reaction product. The product is: [F:45][CH:46]([F:49])[CH2:47][O:34][CH2:33][C:30]1[CH:31]=[CH:32][C:27]2[N:28]([C:24]([C:22]([NH:21][C:3]3[CH:4]=[C:5]([C:8]4[N:12]=[C:11]([CH:13]5[CH2:16][N:15]([C:17]([O:19][CH3:20])=[O:18])[CH2:14]5)[O:10][N:9]=4)[CH:6]=[CH:7][C:2]=3[CH3:1])=[O:23])=[CH:25][N:26]=2)[CH:29]=1. (5) Given the reactants [Cl:1][C:2]1[CH:7]=[C:6]([N:8]([CH3:10])[CH3:9])[C:5]([F:11])=[CH:4][C:3]=1[C:12]1[CH:17]=[CH:16][N:15]=[C:14](OS(C(F)(F)F)(=O)=O)[C:13]=1[N+:26]([O-:28])=[O:27].Cl.[CH:30]1([CH:33]([NH2:36])[CH2:34][CH3:35])[CH2:32][CH2:31]1, predict the reaction product. The product is: [Cl:1][C:2]1[CH:7]=[C:6]([N:8]([CH3:10])[CH3:9])[C:5]([F:11])=[CH:4][C:3]=1[C:12]1[CH:17]=[CH:16][N:15]=[C:14]([NH:36][CH:33]([CH:30]2[CH2:32][CH2:31]2)[CH2:34][CH3:35])[C:13]=1[N+:26]([O-:28])=[O:27].